Dataset: Full USPTO retrosynthesis dataset with 1.9M reactions from patents (1976-2016). Task: Predict the reactants needed to synthesize the given product. The reactants are: [F:1][C:2]([F:23])([F:22])[C:3]1[CH:4]=[C:5]([C:9]2[N:10]=[C:11]([CH2:14][N:15]3[CH:19]=[C:18]([C:20]#[N:21])[CH:17]=[N:16]3)[S:12][CH:13]=2)[CH:6]=[CH:7][CH:8]=1.[Cl-].O[NH3+].[C:27](=[O:30])([O-])[OH:28].[Na+].C(N1C=CN=C1)([N:34]1C=CN=C1)=O.N12CCCN=C1CCCCC2. Given the product [F:23][C:2]([F:1])([F:22])[C:3]1[CH:4]=[C:5]([C:9]2[N:10]=[C:11]([CH2:14][N:15]3[CH:19]=[C:18]([C:20]4[NH:34][C:27](=[O:30])[O:28][N:21]=4)[CH:17]=[N:16]3)[S:12][CH:13]=2)[CH:6]=[CH:7][CH:8]=1, predict the reactants needed to synthesize it.